Dataset: Forward reaction prediction with 1.9M reactions from USPTO patents (1976-2016). Task: Predict the product of the given reaction. (1) Given the reactants [NH2:1][CH2:2][C:3]1[CH:4]=[C:5](B(O)O)[CH:6]=[C:7]([CH3:9])[CH:8]=1.C([O-])([O-])=O.[Na+].[Na+].Br[C:20]1[CH:21]=[C:22]([C:26]2[CH:31]=[C:30]([NH:32][CH2:33][CH3:34])[N:29]=[C:28]([C:35]3[CH:40]=[CH:39][CH:38]=[CH:37][N:36]=3)[CH:27]=2)[CH:23]=[N:24][CH:25]=1, predict the reaction product. The product is: [NH2:1][CH2:2][C:3]1[CH:4]=[C:5]([C:20]2[CH:21]=[C:22]([C:26]3[CH:31]=[C:30]([NH:32][CH2:33][CH3:34])[N:29]=[C:28]([C:35]4[CH:40]=[CH:39][CH:38]=[CH:37][N:36]=4)[CH:27]=3)[CH:23]=[N:24][CH:25]=2)[CH:6]=[C:7]([CH3:9])[CH:8]=1. (2) Given the reactants [CH3:1][C:2]1[CH:3]=[CH:4][N:5]2[C:10]=1[C:9](=[O:11])[N:8]([C:12]1[CH:17]=[CH:16][CH:15]=[CH:14][CH:13]=1)[C:7]([C@@H:18]([NH:20][C:21]1[C:22]3[C:29]([C:30]4[O:34][C:33]([CH3:35])=[N:32][CH:31]=4)=[CH:28][N:27](COCC[Si](C)(C)C)[C:23]=3[N:24]=[CH:25][N:26]=1)[CH3:19])=[N:6]2.FC(F)(F)C(O)=O.N, predict the reaction product. The product is: [CH3:1][C:2]1[CH:3]=[CH:4][N:5]2[C:10]=1[C:9](=[O:11])[N:8]([C:12]1[CH:13]=[CH:14][CH:15]=[CH:16][CH:17]=1)[C:7]([C@@H:18]([NH:20][C:21]1[C:22]3[C:29]([C:30]4[O:34][C:33]([CH3:35])=[N:32][CH:31]=4)=[CH:28][NH:27][C:23]=3[N:24]=[CH:25][N:26]=1)[CH3:19])=[N:6]2. (3) Given the reactants [CH3:1][C:2]1[N:3]=[C:4]2[C:9]([C:10]([F:13])([F:12])[F:11])=[CH:8][CH:7]=[CH:6][N:5]2[CH:14]=1.I[C:16]1[CH:17]=[C:18]([OH:22])[CH:19]=[CH:20][CH:21]=1.C(=O)([O-])[O-].[Cs+].[Cs+].Cl, predict the reaction product. The product is: [CH3:1][C:2]1[N:3]=[C:4]2[C:9]([C:10]([F:13])([F:11])[F:12])=[CH:8][CH:7]=[CH:6][N:5]2[C:14]=1[C:16]1[CH:17]=[C:18]([OH:22])[CH:19]=[CH:20][CH:21]=1. (4) The product is: [Br:1][C:2]1[CH:12]=[C:6]([N:7]([CH2:9][CH2:10][Cl:11])[CH3:8])[C:5]([NH2:13])=[CH:4][C:3]=1[CH:16]([F:17])[F:18]. Given the reactants [Br:1][C:2]1[C:3]([CH:16]([F:18])[F:17])=[CH:4][C:5]([N+:13]([O-])=O)=[C:6]([CH:12]=1)[N:7]([CH2:9][CH2:10][Cl:11])[CH3:8], predict the reaction product.